Dataset: Forward reaction prediction with 1.9M reactions from USPTO patents (1976-2016). Task: Predict the product of the given reaction. (1) Given the reactants C([O-])([O-])=O.[Cs+].[Cs+].[CH:7]1([C:10]#[CH:11])[CH2:9][CH2:8]1.[N+:12]([CH2:14][C:15]([O:17][CH2:18][CH3:19])=[O:16])#[C-:13], predict the reaction product. The product is: [CH:7]1([C:10]2[CH:11]=[CH:13][NH:12][C:14]=2[C:15]([O:17][CH2:18][CH3:19])=[O:16])[CH2:9][CH2:8]1. (2) The product is: [Cl:1][C:2]1[CH:7]=[C:6]2[N:8]([C:46]([O:47][CH3:48])=[O:49])[C:9](=[O:45])[C:10]3([CH:15]([C:16]4[CH:21]=[C:20]([Cl:22])[CH:19]=[CH:18][C:17]=4[O:23][C:24]([CH2:34][CH3:35])([C:27]([NH:29][S:30]([CH3:33])(=[O:32])=[O:31])=[O:28])[CH2:25][CH3:26])[CH2:14][C:13](=[O:36])[NH:12][CH:11]3[C:37]3[CH:42]=[C:41]([F:43])[CH:40]=[CH:39][C:38]=3[CH3:44])[C:5]2=[CH:4][CH:3]=1. Given the reactants [Cl:1][C:2]1[CH:7]=[C:6]2[NH:8][C:9](=[O:45])[C:10]3([CH:15]([C:16]4[CH:21]=[C:20]([Cl:22])[CH:19]=[CH:18][C:17]=4[O:23][C:24]([CH2:34][CH3:35])([C:27]([NH:29][S:30]([CH3:33])(=[O:32])=[O:31])=[O:28])[CH2:25][CH3:26])[CH2:14][C:13](=[O:36])[NH:12][CH:11]3[C:37]3[CH:42]=[C:41]([F:43])[CH:40]=[CH:39][C:38]=3[CH3:44])[C:5]2=[CH:4][CH:3]=1.[C:46](Cl)(=[O:49])[O:47][CH3:48], predict the reaction product. (3) Given the reactants [Cl:1][C:2]1[CH:3]=[C:4]([N:9]=[CH:10][C:11]2[CH:16]=[C:15]([O:17][CH3:18])[N:14]=[C:13]([CH3:19])[C:12]=2[OH:20])[CH:5]=[CH:6][C:7]=1[F:8].[Si]([C:25]#[N:26])(C)(C)C, predict the reaction product. The product is: [Cl:1][C:2]1[CH:3]=[C:4]([NH:9][C:10]2[C:11]3[C:12](=[C:13]([CH3:19])[N:14]=[C:15]([O:17][CH3:18])[CH:16]=3)[O:20][C:25]=2[NH2:26])[CH:5]=[CH:6][C:7]=1[F:8]. (4) Given the reactants [CH2:1]([O:8][C:9]1[CH:14]=[CH:13][C:12]([CH3:15])=[CH:11][C:10]=1[C:16]([CH3:19])([CH3:18])[CH3:17])[C:2]1[CH:7]=[CH:6][CH:5]=[CH:4][CH:3]=1.C(O)(=[O:22])C, predict the reaction product. The product is: [CH2:1]([O:8][C:9]1[CH:14]=[CH:13][C:12]([CH:15]=[O:22])=[CH:11][C:10]=1[C:16]([CH3:19])([CH3:18])[CH3:17])[C:2]1[CH:3]=[CH:4][CH:5]=[CH:6][CH:7]=1. (5) Given the reactants CC1C=C(C)C=C(C)C=1S(O[C:14]1[C:19]([CH2:20][C:21]2[CH:26]=[CH:25][C:24]([CH2:27][O:28][CH:29]3[CH2:34][CH2:33][CH2:32][CH2:31][O:30]3)=[CH:23][CH:22]=2)=[C:18]([CH3:35])[N:17]=[C:16]([NH2:36])[N:15]=1)(=O)=O.[CH2:37]([NH2:42])[CH2:38][CH2:39][CH2:40][CH3:41], predict the reaction product. The product is: [CH3:35][C:18]1[N:17]=[C:16]([NH2:36])[N:15]=[C:14]([NH:42][CH2:37][CH2:38][CH2:39][CH2:40][CH3:41])[C:19]=1[CH2:20][C:21]1[CH:22]=[CH:23][C:24]([CH2:27][O:28][CH:29]2[CH2:34][CH2:33][CH2:32][CH2:31][O:30]2)=[CH:25][CH:26]=1. (6) Given the reactants [F:1][C:2]1[CH:7]=[CH:6][CH:5]=[CH:4][C:3]=1[CH:8]1[S:13][CH2:12][CH2:11][CH2:10][S:9]1.[Li]CCCC.[CH:19]([NH:22][C:23]1[S:24][C:25]2[CH:31]=[C:30]([CH:32]=[O:33])[CH:29]=[CH:28][C:26]=2[N:27]=1)([CH3:21])[CH3:20].CCOC(C)=O.CCCCCC, predict the reaction product. The product is: [F:1][C:2]1[CH:7]=[CH:6][CH:5]=[CH:4][C:3]=1[C:8]1([CH:32]([C:30]2[CH:29]=[CH:28][C:26]3[N:27]=[C:23]([NH:22][CH:19]([CH3:20])[CH3:21])[S:24][C:25]=3[CH:31]=2)[OH:33])[S:9][CH2:10][CH2:11][CH2:12][S:13]1.